Predict the product of the given reaction. From a dataset of Forward reaction prediction with 1.9M reactions from USPTO patents (1976-2016). (1) Given the reactants [F:1][C:2]1[CH:7]=[CH:6][C:5]([N:8]2[C:16]3[C:11](=[CH:12][CH:13]=[CH:14][CH:15]=3)[C:10](O[C@H](C3C=CC=CC=3)[C@@H](N)C)=[N:9]2)=[CH:4][CH:3]=1.C([N:30]([CH2:33][CH3:34])CC)C.[CH3:35][N:36]1[CH:40]=[C:39]([S:41](Cl)(=[O:43])=[O:42])[N:38]=[CH:37]1.[OH2:45], predict the reaction product. The product is: [F:1][C:2]1[CH:3]=[CH:4][C:5]([N:8]2[C:16]3[C:11](=[CH:12][C:13]([O:45][C@H:10]([C:11]4[CH:16]=[CH:15][CH:14]=[CH:13][CH:12]=4)[C@@H:33]([NH:30][S:41]([C:39]4[N:38]=[CH:37][N:36]([CH3:35])[CH:40]=4)(=[O:43])=[O:42])[CH3:34])=[CH:14][CH:15]=3)[CH:10]=[N:9]2)=[CH:6][CH:7]=1. (2) Given the reactants [CH:1]1[C:10]2[C:5](=[CH:6][CH:7]=[CH:8][CH:9]=2)[CH:4]=[CH:3][C:2]=1[NH:11][CH2:12][CH2:13][NH2:14].C(N(CC)CC)C.Cl[CH2:23][CH2:24][S:25](Cl)(=[O:27])=[O:26], predict the reaction product. The product is: [CH:1]1[C:10]2[C:5](=[CH:6][CH:7]=[CH:8][CH:9]=2)[CH:4]=[CH:3][C:2]=1[NH:11][CH2:12][CH2:13][NH:14][S:25]([CH:24]=[CH2:23])(=[O:27])=[O:26]. (3) Given the reactants [CH:1]12[CH2:7][CH:4]([CH2:5][CH2:6]1)[CH2:3][CH:2]2[CH2:8][C:9]([OH:11])=[O:10].[CH2:12](OCC)C.C[Si](C=[N+]=[N-])(C)C, predict the reaction product. The product is: [CH:1]12[CH2:7][CH:4]([CH2:5][CH2:6]1)[CH2:3][CH:2]2[CH2:8][C:9]([O:11][CH3:12])=[O:10]. (4) Given the reactants C([O:3][C:4](=[O:26])[C:5]([CH3:25])([O:14][C:15]1[CH:20]=[CH:19][C:18]([C:21]([F:24])([F:23])[F:22])=[CH:17][CH:16]=1)[CH2:6][C:7]1[CH:12]=[CH:11][C:10]([OH:13])=[CH:9][CH:8]=1)C.[CH:27]1([C:33]2[O:34][C:35]([CH3:51])=[C:36]([CH2:38][CH2:39]OS(C3C=CC(C)=CC=3)(=O)=O)[N:37]=2)[CH2:32][CH2:31][CH2:30][CH2:29][CH2:28]1.[K+].[Br-], predict the reaction product. The product is: [CH:27]1([C:33]2[O:34][C:35]([CH3:51])=[C:36]([CH2:38][CH2:39][O:13][C:10]3[CH:11]=[CH:12][C:7]([CH2:6][C:5]([CH3:25])([O:14][C:15]4[CH:20]=[CH:19][C:18]([C:21]([F:22])([F:23])[F:24])=[CH:17][CH:16]=4)[C:4]([OH:3])=[O:26])=[CH:8][CH:9]=3)[N:37]=2)[CH2:28][CH2:29][CH2:30][CH2:31][CH2:32]1. (5) The product is: [Cl:1][C:2]1[CH:7]=[CH:6][CH:5]=[CH:4][C:3]=1[CH:8]([C:20]1[CH:28]=[CH:27][C:23]([C:24]([NH:34][CH2:33][CH2:32][O:31][CH3:30])=[O:26])=[C:22]([F:29])[CH:21]=1)[CH2:9][C:10]([C:12]1[CH:17]=[CH:16][C:15](=[O:18])[N:14]([CH3:19])[CH:13]=1)=[O:11]. Given the reactants [Cl:1][C:2]1[CH:7]=[CH:6][CH:5]=[CH:4][C:3]=1[CH:8]([C:20]1[CH:28]=[CH:27][C:23]([C:24]([OH:26])=O)=[C:22]([F:29])[CH:21]=1)[CH2:9][C:10]([C:12]1[CH:17]=[CH:16][C:15](=[O:18])[N:14]([CH3:19])[CH:13]=1)=[O:11].[CH3:30][O:31][CH2:32][CH2:33][NH2:34].CN([P+](ON1N=NC2C=CC=CC1=2)(N(C)C)N(C)C)C.F[P-](F)(F)(F)(F)F, predict the reaction product. (6) Given the reactants C(OC)(=O)[CH2:2][SH:3].C[O-].[Na+].Cl[C:11]1[CH:18]=[CH:17][C:16]([N+:19]([O-:21])=[O:20])=[CH:15][C:12]=1[CH:13]=O.[OH-].[Na+].Cl, predict the reaction product. The product is: [N+:19]([C:16]1[CH:17]=[CH:18][C:11]2[S:3][CH:2]=[CH:13][C:12]=2[CH:15]=1)([O-:21])=[O:20].